Task: Predict which catalyst facilitates the given reaction.. Dataset: Catalyst prediction with 721,799 reactions and 888 catalyst types from USPTO (1) Reactant: C([O:8][NH:9][C:10]([C:12]1[CH:13]=[C:14]([NH:18][C:19](=[O:30])[C:20]2[CH:25]=[CH:24][CH:23]=[C:22]([C:26]([F:29])([F:28])[F:27])[CH:21]=2)[CH:15]=[CH:16][CH:17]=1)=[O:11])C1C=CC=CC=1. Product: [OH:8][NH:9][C:10]([C:12]1[CH:13]=[C:14]([NH:18][C:19](=[O:30])[C:20]2[CH:25]=[CH:24][CH:23]=[C:22]([C:26]([F:27])([F:29])[F:28])[CH:21]=2)[CH:15]=[CH:16][CH:17]=1)=[O:11]. The catalyst class is: 19. (2) Reactant: [F:1][C:2]1[N:7]=[C:6]([CH:8]([OH:29])[CH:9]([CH2:15][C:16]2[CH:21]=[CH:20][CH:19]=[C:18]([O:22][C:23]([F:28])([F:27])[CH:24]([F:26])[F:25])[CH:17]=2)[C:10]([O:12]CC)=[O:11])[CH:5]=[CH:4][CH:3]=1.[OH-].[Na+].Cl. Product: [F:1][C:2]1[N:7]=[C:6]([CH:8]([OH:29])[CH:9]([CH2:15][C:16]2[CH:21]=[CH:20][CH:19]=[C:18]([O:22][C:23]([F:27])([F:28])[CH:24]([F:25])[F:26])[CH:17]=2)[C:10]([OH:12])=[O:11])[CH:5]=[CH:4][CH:3]=1. The catalyst class is: 5. (3) Reactant: I[C:2]1[C:7]([CH3:8])=[CH:6][C:5]([C:9]2[CH:14]=[CH:13][CH:12]=[C:11]([C:15]([F:18])([F:17])[F:16])[CH:10]=2)=[CH:4][C:3]=1[O:19][CH3:20].C([Li])CCC.[C:26](=[O:28])=[O:27]. Product: [CH3:20][O:19][C:3]1[CH:4]=[C:5]([C:9]2[CH:14]=[CH:13][CH:12]=[C:11]([C:15]([F:18])([F:17])[F:16])[CH:10]=2)[CH:6]=[C:7]([CH3:8])[C:2]=1[C:26]([OH:28])=[O:27]. The catalyst class is: 1.